From a dataset of Forward reaction prediction with 1.9M reactions from USPTO patents (1976-2016). Predict the product of the given reaction. (1) Given the reactants C(OC([NH:8][C@H:9]([C:27]([O:29][CH:30]([CH3:32])[CH3:31])=[O:28])[CH2:10][C:11]1[CH:16]=[CH:15][C:14]([N:17]2[C:22](=[O:23])[C:21]([CH3:24])=[CH:20][N:19]([CH3:25])[C:18]2=[O:26])=[CH:13][CH:12]=1)=O)(C)(C)C.[ClH:33].C(OCC)(=O)C, predict the reaction product. The product is: [ClH:33].[CH3:25][N:19]1[CH:20]=[C:21]([CH3:24])[C:22](=[O:23])[N:17]([C:14]2[CH:13]=[CH:12][C:11]([CH2:10][C@@H:9]([C:27]([O:29][CH:30]([CH3:31])[CH3:32])=[O:28])[NH2:8])=[CH:16][CH:15]=2)[C:18]1=[O:26]. (2) Given the reactants [C:1](Cl)(Cl)=[O:2].[NH2:5][C:6]1[S:7][C:8]([C:23]([CH3:26])([CH3:25])[CH3:24])=[CH:9][C:10]=1[C:11]([N:13]1[CH2:18][CH2:17][N:16]([CH3:19])[C:15](=[O:20])[C:14]1([CH3:22])[CH3:21])=[O:12].[CH3:27][C:28]1[CH:34]=[CH:33][C:31]([NH2:32])=[CH:30][C:29]=1[C:35]1[CH:36]=[N:37][C:38]([CH2:41][N:42]2[CH2:47][CH2:46][O:45][CH2:44][CH2:43]2)=[CH:39][CH:40]=1.CCN(C(C)C)C(C)C, predict the reaction product. The product is: [C:23]([C:8]1[S:7][C:6]([NH:5][C:1]([NH:32][C:31]2[CH:33]=[CH:34][C:28]([CH3:27])=[C:29]([C:35]3[CH:36]=[N:37][C:38]([CH2:41][N:42]4[CH2:47][CH2:46][O:45][CH2:44][CH2:43]4)=[CH:39][CH:40]=3)[CH:30]=2)=[O:2])=[C:10]([C:11]([N:13]2[CH2:18][CH2:17][N:16]([CH3:19])[C:15](=[O:20])[C:14]2([CH3:21])[CH3:22])=[O:12])[CH:9]=1)([CH3:26])([CH3:25])[CH3:24].